Dataset: Full USPTO retrosynthesis dataset with 1.9M reactions from patents (1976-2016). Task: Predict the reactants needed to synthesize the given product. The reactants are: O[C:2]1([CH3:22])[CH2:8][O:7][C:6]2[CH:9]=[CH:10][C:11]([I:13])=[CH:12][C:5]=2[N:4]2[N:14]=[C:15]([C:17]([O:19][CH2:20][CH3:21])=[O:18])[CH:16]=[C:3]12.C([SiH](CC)CC)C.B(F)(F)F. Given the product [I:13][C:11]1[CH:10]=[CH:9][C:6]2[O:7][CH2:8][CH:2]([CH3:22])[C:3]3[N:4]([N:14]=[C:15]([C:17]([O:19][CH2:20][CH3:21])=[O:18])[CH:16]=3)[C:5]=2[CH:12]=1, predict the reactants needed to synthesize it.